Dataset: Reaction yield outcomes from USPTO patents with 853,638 reactions. Task: Predict the reaction yield, written as a fraction of the theoretical maximum amount of product (1.0 means a 100% yield; for example, 0.34 means a 34% yield). (1) The reactants are C[O-].[Na+].[C:4]([S:7][CH2:8][C@@H:9]1[C@@H:13]([OH:14])[CH2:12][N:11]([C:15]([O:17][C:18]([CH3:21])([CH3:20])[CH3:19])=[O:16])[CH2:10]1)(=O)C.BrC1[S:24][CH:25]=[CH:26][N:27]=1.O. The catalyst is CO. The product is [OH:14][C@@H:13]1[C@@H:9]([CH2:8][S:7][C:4]2[S:24][CH:25]=[CH:26][N:27]=2)[CH2:10][N:11]([C:15]([O:17][C:18]([CH3:21])([CH3:20])[CH3:19])=[O:16])[CH2:12]1. The yield is 0.800. (2) The reactants are [CH3:1][O:2][C:3]([C:5]1[CH:6]=[C:7]2[C:12](=[CH:13][C:14]=1[NH2:15])[N:11]=[CH:10][CH:9]=[N:8]2)=[O:4].[Cl:16]N1C(=O)CCC1=O. The catalyst is CN(C=O)C. The product is [CH3:1][O:2][C:3]([C:5]1[CH:6]=[C:7]2[C:12](=[C:13]([Cl:16])[C:14]=1[NH2:15])[N:11]=[CH:10][CH:9]=[N:8]2)=[O:4]. The yield is 0.880. (3) The reactants are [Na].[C:2]1([N:8]2[C:16]3[CH2:15][CH2:14][CH2:13][C:12](=[O:17])[C:11]=3[CH:10]=[N:9]2)[CH:7]=[CH:6][CH:5]=[CH:4][CH:3]=1.[CH:18](OCC)=[O:19].C(O)C. The catalyst is C1(C)C=CC=CC=1.O. The product is [O:17]=[C:12]1[CH:13]([CH:18]=[O:19])[CH2:14][CH2:15][C:16]2[N:8]([C:2]3[CH:3]=[CH:4][CH:5]=[CH:6][CH:7]=3)[N:9]=[CH:10][C:11]1=2. The yield is 0.320. (4) The reactants are [CH2:1]([O:4][C:5]1([CH3:31])[CH2:10][CH2:9][N:8]([C:11]2[C:12]3[N:13]([N:24]=[C:25]([C:27]([O:29][CH3:30])=[O:28])[CH:26]=3)[CH:14]=[C:15]([CH3:23])[C:16]=2[C@H:17]([OH:22])[C:18]([O:20][CH3:21])=[O:19])[CH2:7][CH2:6]1)[CH:2]=[CH2:3].[N-](S(C(F)(F)F)(=O)=O)S(C(F)(F)F)(=O)=O.ClC(Cl)(Cl)C(=N)O[C:51]([CH3:54])([CH3:53])[CH3:52]. The catalyst is FC1C=CC=CC=1.C(Cl)Cl. The product is [CH2:1]([O:4][C:5]1([CH3:31])[CH2:6][CH2:7][N:8]([C:11]2[C:12]3[N:13]([N:24]=[C:25]([C:27]([O:29][CH3:30])=[O:28])[CH:26]=3)[CH:14]=[C:15]([CH3:23])[C:16]=2[C@H:17]([O:22][C:51]([CH3:54])([CH3:53])[CH3:52])[C:18]([O:20][CH3:21])=[O:19])[CH2:9][CH2:10]1)[CH:2]=[CH2:3]. The yield is 0.910. (5) The reactants are [Cl:1][C:2]1[CH:3]=[C:4]([C:9](=O)[CH2:10][C:11](=O)[C:12]([F:15])([F:14])[F:13])[CH:5]=[CH:6][C:7]=1[F:8].[NH2:18][C:19]1[C:23]([C:24]2[CH:29]=[CH:28][N:27]=[C:26]([CH3:30])[CH:25]=2)=[CH:22][NH:21][N:20]=1. No catalyst specified. The product is [Cl:1][C:2]1[CH:3]=[C:4]([C:9]2[CH:10]=[C:11]([C:12]([F:15])([F:14])[F:13])[N:20]3[N:21]=[CH:22][C:23]([C:24]4[CH:29]=[CH:28][N:27]=[C:26]([CH3:30])[CH:25]=4)=[C:19]3[N:18]=2)[CH:5]=[CH:6][C:7]=1[F:8]. The yield is 0.420. (6) The reactants are [CH2:1]1[NH:6][CH2:5][CH2:4][N:3]([C:7]2[C:12]([OH:13])=[CH:11][CH:10]=[CH:9][CH:8]=2)[CH2:2]1.C([O-])(O)=O.[Na+].[CH3:19][C:20]([O:23][C:24](O[C:24]([O:23][C:20]([CH3:22])([CH3:21])[CH3:19])=[O:25])=[O:25])([CH3:22])[CH3:21]. The catalyst is C1COCC1.O.O1CCOCC1. The product is [OH:13][C:12]1[CH:11]=[CH:10][CH:9]=[CH:8][C:7]=1[N:3]1[CH2:2][CH2:1][N:6]([C:24]([O:23][C:20]([CH3:22])([CH3:21])[CH3:19])=[O:25])[CH2:5][CH2:4]1. The yield is 0.720. (7) The reactants are [CH3:1][O:2][C:3]1[C:8]([O:9][CH3:10])=[CH:7][C:6]([CH:11]([C:13]2[C:14]([O:21][CH3:22])=[N:15][C:16]([O:19][CH3:20])=[N:17][CH:18]=2)[OH:12])=[C:5]([CH:23]([CH3:31])[CH2:24][C:25]2[CH:30]=[CH:29][CH:28]=[CH:27][CH:26]=2)[CH:4]=1. The catalyst is C1(C)C=CC=CC=1.O=[Mn]=O. The product is [CH3:1][O:2][C:3]1[C:8]([O:9][CH3:10])=[CH:7][C:6]([C:11]([C:13]2[C:14]([O:21][CH3:22])=[N:15][C:16]([O:19][CH3:20])=[N:17][CH:18]=2)=[O:12])=[C:5]([CH:23]([CH3:31])[CH2:24][C:25]2[CH:26]=[CH:27][CH:28]=[CH:29][CH:30]=2)[CH:4]=1. The yield is 0.620.